Dataset: Full USPTO retrosynthesis dataset with 1.9M reactions from patents (1976-2016). Task: Predict the reactants needed to synthesize the given product. (1) Given the product [O:1]1[CH2:6][CH2:5][O:4][C:3]2[CH:7]=[C:8]([C@@H:11]([OH:30])[C@H:12]([NH:19][CH3:20])[CH2:13][N:14]3[CH2:15][CH2:16][CH2:17][CH2:18]3)[CH:9]=[CH:10][C:2]1=2, predict the reactants needed to synthesize it. The reactants are: [O:1]1[CH2:6][CH2:5][O:4][C:3]2[CH:7]=[C:8]([C@@H:11]([OH:30])[C@H:12]([NH:19][C:20](=O)C=CC3C=CC=CC=3)[CH2:13][N:14]3[CH2:18][CH2:17][CH2:16][CH2:15]3)[CH:9]=[CH:10][C:2]1=2.CCN(C(C)C)C(C)C.C(Cl)(=O)C=CC1C=CC=CC=1. (2) Given the product [OH:1][C@H:2]([CH3:14])[C@@H:3]([NH:10][C:11]([NH2:13])=[O:12])[C:4]1[CH:9]=[CH:8][CH:7]=[CH:6][CH:5]=1, predict the reactants needed to synthesize it. The reactants are: [OH:1][CH:2]([CH3:14])[C@@H:3]([NH:10][C:11]([NH2:13])=[O:12])[C:4]1[CH:9]=[CH:8][CH:7]=[CH:6][CH:5]=1.C(O)C. (3) Given the product [C:5]([O:8][CH2:9][C:10]([CH3:40])([CH3:39])[CH2:11][N:12]1[C:18]2[CH:19]=[CH:20][C:21]([Cl:23])=[CH:22][C:17]=2[C@@H:16]([C:24]2[CH:29]=[CH:28][CH:27]=[C:26]([O:30][CH3:31])[C:25]=2[O:32][CH3:33])[O:15][C@H:14]([CH2:34][C:35]([NH:42][C:43]2[CH:44]=[C:45]([CH:50]=[CH:51][C:52]=2[CH3:53])[C:46]([O:48][CH3:49])=[O:47])=[O:36])[C:13]1=[O:38])(=[O:7])[CH3:6], predict the reactants needed to synthesize it. The reactants are: S(Cl)(Cl)=O.[C:5]([O:8][CH2:9][C:10]([CH3:40])([CH3:39])[CH2:11][N:12]1[C:18]2[CH:19]=[CH:20][C:21]([Cl:23])=[CH:22][C:17]=2[C@@H:16]([C:24]2[CH:29]=[CH:28][CH:27]=[C:26]([O:30][CH3:31])[C:25]=2[O:32][CH3:33])[O:15][C@H:14]([CH2:34][C:35](O)=[O:36])[C:13]1=[O:38])(=[O:7])[CH3:6].Cl.[NH2:42][C:43]1[CH:44]=[C:45]([CH:50]=[CH:51][C:52]=1[CH3:53])[C:46]([O:48][CH3:49])=[O:47].C(N(CC)CC)C. (4) Given the product [C:1]1([S:7][CH2:14][C:13]2[CH:12]=[CH:11][C:10]([CH2:8][CH3:9])=[CH:18][C:17]=2[C:16]([OH:19])=[O:15])[CH:6]=[CH:5][CH:4]=[CH:3][CH:2]=1, predict the reactants needed to synthesize it. The reactants are: [C:1]1([SH:7])[CH:6]=[CH:5][CH:4]=[CH:3][CH:2]=1.[CH2:8]([C:10]1[CH:18]=[C:17]2[C:13]([CH2:14][O:15][C:16]2=[O:19])=[CH:12][CH:11]=1)[CH3:9].C(=O)([O-])[O-].[K+].[K+].Cl. (5) Given the product [F:1][C:2]1([F:11])[CH2:5][CH:4]([CH2:6][N:8]([CH3:10])[CH3:9])[CH2:3]1, predict the reactants needed to synthesize it. The reactants are: [F:1][C:2]1([F:11])[CH2:5][CH:4]([C:6]([N:8]([CH3:10])[CH3:9])=O)[CH2:3]1.[H-].[Al+3].[Li+].[H-].[H-].[H-]. (6) Given the product [NH2:8][CH:9]([C:55](=[O:68])[NH:56][CH2:57][CH:58]([OH:67])[CH:59]([OH:66])[CH:60]([OH:65])[CH:61]([OH:64])[CH2:62][OH:63])[CH2:10][CH2:11][CH2:12][CH2:13][NH:14][C:15]([CH:17]([NH:26][C:27](=[O:54])[C:28]([CH3:53])([CH3:52])[CH2:29][CH2:30][CH2:31][CH2:32][O:33][C:34]1[CH:39]=[C:38]([C:40]2[CH:45]=[CH:44][CH:43]=[CH:42][CH:41]=2)[CH:37]=[C:36]([C:46]2[CH:47]=[CH:48][CH:49]=[CH:50][CH:51]=2)[N:35]=1)[CH2:18][C:19]1[CH:20]=[CH:21][C:22]([OH:25])=[CH:23][CH:24]=1)=[O:16], predict the reactants needed to synthesize it. The reactants are: C(OC([NH:8][CH:9]([C:55](=[O:68])[NH:56][CH2:57][CH:58]([OH:67])[CH:59]([OH:66])[CH:60]([OH:65])[CH:61]([OH:64])[CH2:62][OH:63])[CH2:10][CH2:11][CH2:12][CH2:13][NH:14][C:15]([CH:17]([NH:26][C:27](=[O:54])[C:28]([CH3:53])([CH3:52])[CH2:29][CH2:30][CH2:31][CH2:32][O:33][C:34]1[CH:39]=[C:38]([C:40]2[CH:45]=[CH:44][CH:43]=[CH:42][CH:41]=2)[CH:37]=[C:36]([C:46]2[CH:51]=[CH:50][CH:49]=[CH:48][CH:47]=2)[N:35]=1)[CH2:18][C:19]1[CH:24]=[CH:23][C:22]([OH:25])=[CH:21][CH:20]=1)=[O:16])=O)(C)(C)C.FC(F)(F)C(O)=O. (7) Given the product [C:37]([O:36][C:34]([NH:33][C:16]1[C:15]2[C:19](=[C:20]([F:25])[C:21]([O:22][CH2:23][CH3:24])=[C:13]([NH:12][C:10]([NH:9][CH2:8][C:4]3[CH:5]=[CH:6][CH:7]=[C:2]([F:1])[CH:3]=3)=[O:11])[CH:14]=2)[N:18]([C:26]([O:28][C:29]([CH3:30])([CH3:32])[CH3:31])=[O:27])[N:17]=1)=[O:35])([CH3:40])([CH3:38])[CH3:39], predict the reactants needed to synthesize it. The reactants are: [F:1][C:2]1[CH:7]=[CH:6][CH:5]=[C:4]([CH2:8][N:9]=[C:10]=[O:11])[CH:3]=1.[NH2:12][C:13]1[CH:14]=[C:15]2[C:19](=[C:20]([F:25])[C:21]=1[O:22][CH2:23][CH3:24])[N:18]([C:26]([O:28][C:29]([CH3:32])([CH3:31])[CH3:30])=[O:27])[N:17]=[C:16]2[NH:33][C:34]([O:36][C:37]([CH3:40])([CH3:39])[CH3:38])=[O:35].